From a dataset of Reaction yield outcomes from USPTO patents with 853,638 reactions. Predict the reaction yield, written as a fraction of the theoretical maximum amount of product (1.0 means a 100% yield; for example, 0.34 means a 34% yield). (1) The reactants are [CH:1]1([C@H:6]2[C@H:14]([CH3:15])[O:13][C:12](=[O:16])[C@@H:11]([NH:17][C:18](=[O:28])[C:19]3[C:24]([OH:25])=[C:23]([O:26][CH3:27])[CH:22]=[CH:21][N:20]=3)[CH2:10][O:9][CH2:8][C@@H:7]2[CH2:29][CH2:30][CH:31]([CH3:33])[CH3:32])[CH2:5][CH2:4][CH2:3][CH2:2]1.C(=O)([O-])[O-].[Na+].[Na+].[I-].[Na+].[C:42]([O:47][CH2:48]Cl)(=[O:46])[CH:43]([CH3:45])[CH3:44]. The catalyst is CC(C)=O. The product is [C:42]([O:47][CH2:48][O:25][C:24]1[C:19]([C:18](=[O:28])[NH:17][C@H:11]2[CH2:10][O:9][CH2:8][C@H:7]([CH2:29][CH2:30][CH:31]([CH3:33])[CH3:32])[C@@H:6]([CH:1]3[CH2:5][CH2:4][CH2:3][CH2:2]3)[C@H:14]([CH3:15])[O:13][C:12]2=[O:16])=[N:20][CH:21]=[CH:22][C:23]=1[O:26][CH3:27])(=[O:46])[CH:43]([CH3:45])[CH3:44]. The yield is 0.750. (2) The reactants are [Br:1][C:2]1[CH:3]=[C:4]([NH2:11])[C:5]([O:8][CH2:9][CH3:10])=[N:6][CH:7]=1.[H-].[Na+].Br[CH2:15][CH2:16][O:17][CH2:18][CH2:19]Br. The catalyst is CN(C=O)C. The product is [Br:1][C:2]1[CH:3]=[C:4]([N:11]2[CH2:19][CH2:18][O:17][CH2:16][CH2:15]2)[C:5]([O:8][CH2:9][CH3:10])=[N:6][CH:7]=1. The yield is 0.760.